This data is from Catalyst prediction with 721,799 reactions and 888 catalyst types from USPTO. The task is: Predict which catalyst facilitates the given reaction. (1) Reactant: [Cl-].O[NH3+:3].[C:4](=[O:7])([O-])[OH:5].[Na+].CS(C)=O.[CH3:13][CH:14]([C:16]1[CH:21]=[CH:20][C:19]([N:22]2[C:27](=[O:28])[C:26]([CH2:29][C:30]3[CH:35]=[CH:34][C:33]([C:36]4[C:37]([C:42]#[N:43])=[CH:38][CH:39]=[CH:40][CH:41]=4)=[CH:32][CH:31]=3)=[C:25]([CH2:44][CH2:45][CH3:46])[N:24]3[N:47]=[CH:48][N:49]=[C:23]23)=[CH:18][CH:17]=1)[CH3:15]. Product: [CH3:13][CH:14]([C:16]1[CH:17]=[CH:18][C:19]([N:22]2[C:27](=[O:28])[C:26]([CH2:29][C:30]3[CH:35]=[CH:34][C:33]([C:36]4[CH:41]=[CH:40][CH:39]=[CH:38][C:37]=4[C:42]4[NH:3][C:4](=[O:7])[O:5][N:43]=4)=[CH:32][CH:31]=3)=[C:25]([CH2:44][CH2:45][CH3:46])[N:24]3[N:47]=[CH:48][N:49]=[C:23]23)=[CH:20][CH:21]=1)[CH3:15]. The catalyst class is: 13. (2) Reactant: Cl[C:2]1[N:3]=[N:4][C:5]([C:8]2[CH:13]=[CH:12][CH:11]=[CH:10][CH:9]=2)=[CH:6][CH:7]=1.O.[NH2:15][NH2:16].CCOCC. Product: [C:8]1([C:5]2[N:4]=[N:3][C:2]([NH:15][NH2:16])=[CH:7][CH:6]=2)[CH:13]=[CH:12][CH:11]=[CH:10][CH:9]=1. The catalyst class is: 32. (3) Reactant: C(N(CC)CC)C.[C:8]([C:11]1[C:19]2[C:14](=[CH:15][CH:16]=[CH:17][CH:18]=2)[NH:13][CH:12]=1)(=O)[CH3:9].Cl.[NH2:21][OH:22]. Product: [NH:13]1[C:14]2[C:19](=[CH:18][CH:17]=[CH:16][CH:15]=2)[C:11]([C:8](=[N:21][OH:22])[CH3:9])=[CH:12]1. The catalyst class is: 8. (4) Reactant: C([O:5][CH2:6][C@@H:7]([CH3:51])[C:8]([NH:10][C:11]1[CH:16]=[CH:15][C:14]([C:17]2[S:40][C:20]3[N:21]([CH2:31][C:32]4[C:37]([F:38])=[CH:36][CH:35]=[CH:34][C:33]=4[F:39])[CH:22]=[C:23]([C:26](=[O:30])[CH:27]([CH3:29])[CH3:28])[C:24](=[O:25])[C:19]=3[C:18]=2[CH2:41][N:42]([CH2:44][C:45]2[CH:50]=[CH:49][CH:48]=[CH:47][CH:46]=2)[CH3:43])=[CH:13][CH:12]=1)=[O:9])(C)(C)C. Product: [OH:5][CH2:6][C@@H:7]([CH3:51])[C:8]([NH:10][C:11]1[CH:12]=[CH:13][C:14]([C:17]2[S:40][C:20]3[N:21]([CH2:31][C:32]4[C:37]([F:38])=[CH:36][CH:35]=[CH:34][C:33]=4[F:39])[CH:22]=[C:23]([C:26](=[O:30])[CH:27]([CH3:28])[CH3:29])[C:24](=[O:25])[C:19]=3[C:18]=2[CH2:41][N:42]([CH2:44][C:45]2[CH:46]=[CH:47][CH:48]=[CH:49][CH:50]=2)[CH3:43])=[CH:15][CH:16]=1)=[O:9]. The catalyst class is: 55.